Dataset: Reaction yield outcomes from USPTO patents with 853,638 reactions. Task: Predict the reaction yield, written as a fraction of the theoretical maximum amount of product (1.0 means a 100% yield; for example, 0.34 means a 34% yield). (1) The reactants are [NH2:1][C:2]1[CH:7]=[CH:6][CH:5]=[CH:4][N:3]=1.C(N(CC)CC)C.[F:15][C:16]([F:21])([F:20])[C:17](O)=[O:18].O. The catalyst is ClCCl. The product is [F:15][C:16]([F:21])([F:20])[C:17]([N:1]=[C:2]1[CH:7]=[CH:6][CH:5]=[CH:4][NH:3]1)=[O:18]. The yield is 0.710. (2) The reactants are Br[C:2]1[CH:7]=[CH:6][CH:5]=[C:4]([CH2:8][F:9])[N:3]=1.[Br:10][C:11]1[C:12]2[N:13]([CH:17]=[C:18]([CH2:20][CH2:21][C:22]#[CH:23])[N:19]=2)[CH:14]=[CH:15][CH:16]=1. No catalyst specified. The product is [Br:10][C:11]1[C:12]2[N:13]([CH:17]=[C:18]([CH2:20][CH2:21][C:22]#[C:23][C:2]3[CH:7]=[CH:6][CH:5]=[C:4]([CH2:8][F:9])[N:3]=3)[N:19]=2)[CH:14]=[CH:15][CH:16]=1. The yield is 0.100.